This data is from Full USPTO retrosynthesis dataset with 1.9M reactions from patents (1976-2016). The task is: Predict the reactants needed to synthesize the given product. (1) Given the product [C:43]1([C:61]2[CH:66]=[CH:65][CH:64]=[CH:63][CH:62]=2)[CH:44]=[CH:45][C:46]([NH:49][C:50](=[O:60])[CH2:51][C:52]([N:53]2[CH2:54][CH2:55][N:56]([C:23](=[O:25])[C:22]3[CH:26]=[CH:27][CH:28]=[CH:29][C:21]=3[Br:20])[CH2:57][CH2:58]2)=[O:59])=[CH:47][CH:48]=1, predict the reactants needed to synthesize it. The reactants are: C1C=CC2N(O)N=NC=2C=1.CCN(C(C)C)C(C)C.[Br:20][C:21]1[CH:29]=[CH:28][CH:27]=[CH:26][C:22]=1[C:23]([OH:25])=O.CCN=C=NCCCN(C)C.Cl.Cl.[C:43]1([C:61]2[CH:66]=[CH:65][CH:64]=[CH:63][CH:62]=2)[CH:48]=[CH:47][C:46]([NH:49][C:50](=[O:60])[CH2:51][C:52](=[O:59])[N:53]2[CH2:58][CH2:57][NH:56][CH2:55][CH2:54]2)=[CH:45][CH:44]=1. (2) Given the product [Br:19][C:8]1[N:7]2[C:2]([Cl:1])=[CH:3][CH:4]=[C:5]([C:11]([C:13]3[CH:14]=[CH:15][CH:16]=[CH:17][CH:18]=3)=[O:12])[C:6]2=[N:10][CH:9]=1, predict the reactants needed to synthesize it. The reactants are: [Cl:1][C:2]1[N:7]2[CH:8]=[CH:9][N:10]=[C:6]2[C:5]([C:11]([C:13]2[CH:18]=[CH:17][CH:16]=[CH:15][CH:14]=2)=[O:12])=[CH:4][CH:3]=1.[Br:19]Br. (3) Given the product [CH2:3]([O:10][C:12]1[CH:19]=[N:18][CH:17]=[C:16]([O:10][CH2:3][C:4]2[CH:9]=[CH:8][CH:7]=[CH:6][CH:5]=2)[C:13]=1[C:14]#[N:15])[C:4]1[CH:9]=[CH:8][CH:7]=[CH:6][CH:5]=1, predict the reactants needed to synthesize it. The reactants are: [H-].[Na+].[CH2:3]([OH:10])[C:4]1[CH:9]=[CH:8][CH:7]=[CH:6][CH:5]=1.Cl[C:12]1[CH:19]=[N:18][CH:17]=[C:16](Cl)[C:13]=1[C:14]#[N:15]. (4) Given the product [O:11]=[C:4]1[C:5]2[C:10](=[CH:9][CH:8]=[CH:7][CH:6]=2)[C:2](=[O:1])[N:3]1[CH2:12][CH2:13][CH2:14][C@H:15]([N:16]([CH3:17])[C:21](=[O:22])[O:23][CH2:24][C:25]1[CH:26]=[CH:27][CH:28]=[CH:29][CH:30]=1)[CH2:19][OH:18], predict the reactants needed to synthesize it. The reactants are: [O:1]=[C:2]1[C:10]2[C:5](=[CH:6][CH:7]=[CH:8][CH:9]=2)[C:4](=[O:11])[N:3]1[CH2:12][CH2:13][CH2:14][C@H:15]1[C:19](=O)[O:18][CH2:17][N:16]1[C:21]([O:23][CH2:24][C:25]1[CH:30]=[CH:29][CH:28]=[CH:27][CH:26]=1)=[O:22].[SiH](CC)(CC)CC.ClC(OC(C)(C)C)=O.Cl. (5) Given the product [Cl:22][C:18]1[C:19]([NH:37][CH2:36][C:35]2[CH:38]=[CH:39][CH:40]=[CH:41][C:34]=2[N+:31]([O-:33])=[O:32])=[N:20][C:15]([C:12]2[CH:13]=[CH:14][C:9]([Cl:8])=[C:10]([O:28][CH3:29])[C:11]=2[F:27])=[N:16][C:17]=1[C:23]([O:25][CH3:26])=[O:24], predict the reactants needed to synthesize it. The reactants are: C(N(CC)CC)C.[Cl:8][C:9]1[CH:14]=[CH:13][C:12]([C:15]2[N:20]=[C:19](Cl)[C:18]([Cl:22])=[C:17]([C:23]([O:25][CH3:26])=[O:24])[N:16]=2)=[C:11]([F:27])[C:10]=1[O:28][CH3:29].Cl.[N+:31]([C:34]1[CH:41]=[CH:40][CH:39]=[CH:38][C:35]=1[CH2:36][NH2:37])([O-:33])=[O:32].C(OCC)(=O)C. (6) Given the product [S:15]1[CH:16]=[C:12]([C:9]2[CH:10]=[CH:11][C:6]([O:5][CH2:4][CH2:3][CH2:2][NH:25][CH2:24][C:23]3[CH:26]=[CH:27][CH:28]=[CH:29][C:22]=3[Cl:21])=[CH:7][CH:8]=2)[C:13]2[CH:20]=[CH:19][CH:18]=[CH:17][C:14]1=2, predict the reactants needed to synthesize it. The reactants are: Br[CH2:2][CH2:3][CH2:4][O:5][C:6]1[CH:11]=[CH:10][C:9]([C:12]2[C:13]3[CH:20]=[CH:19][CH:18]=[CH:17][C:14]=3[S:15][CH:16]=2)=[CH:8][CH:7]=1.[Cl:21][C:22]1[CH:29]=[CH:28][CH:27]=[CH:26][C:23]=1[CH2:24][NH2:25].C(=O)([O-])[O-].[K+].[K+]. (7) Given the product [CH3:37][S:36][C:35]1[C:30]2[N:31]([C:27]([C:15]3[CH:16]=[CH:17][C:18]([C:19]([O:21][CH3:22])=[O:20])=[CH:23][CH:24]=3)=[CH:28][N:29]=2)[CH:32]=[CH:33][N:34]=1, predict the reactants needed to synthesize it. The reactants are: O1CCOCC1.CC1(C)C(C)(C)OB([C:15]2[CH:24]=[CH:23][C:18]([C:19]([O:21][CH3:22])=[O:20])=[CH:17][CH:16]=2)O1.Br[C:27]1[N:31]2[CH:32]=[CH:33][N:34]=[C:35]([S:36][CH3:37])[C:30]2=[N:29][CH:28]=1.C(=O)([O-])[O-].[Na+].[Na+]. (8) Given the product [Br:1][C:2]1[CH:7]=[CH:6][CH:5]=[CH:4][C:3]=1[P:13]([C:20]1[CH:21]=[CH:22][CH:23]=[CH:24][CH:25]=1)[C:14]1[CH:19]=[CH:18][CH:17]=[CH:16][CH:15]=1, predict the reactants needed to synthesize it. The reactants are: [Br:1][C:2]1[CH:7]=[CH:6][CH:5]=[CH:4][C:3]=1I.C[Si]([P:13]([C:20]1[CH:25]=[CH:24][CH:23]=[CH:22][CH:21]=1)[C:14]1[CH:19]=[CH:18][CH:17]=[CH:16][CH:15]=1)(C)C.